This data is from CYP3A4 inhibition data for predicting drug metabolism from PubChem BioAssay. The task is: Regression/Classification. Given a drug SMILES string, predict its absorption, distribution, metabolism, or excretion properties. Task type varies by dataset: regression for continuous measurements (e.g., permeability, clearance, half-life) or binary classification for categorical outcomes (e.g., BBB penetration, CYP inhibition). Dataset: cyp3a4_veith. (1) The compound is C[C@@]12CC[C@@H]3c4ccc(O)cc4CC[C@H]3[C@H]1C[C@@H](O)[C@H]2O. The result is 0 (non-inhibitor). (2) The drug is C/C(Cn1nc([N+](=O)[O-])cc1C)=N\NC(=O)c1ccc(O)cc1O. The result is 0 (non-inhibitor). (3) The result is 0 (non-inhibitor). The molecule is Cc1cc(OC(=O)c2ccc(Cl)cc2Cl)nc(C)n1. (4) The molecule is COc1ccc(-c2oc3ccccc3c(=O)c2OC(=O)c2ccc(C)cc2)cc1. The result is 0 (non-inhibitor). (5) The drug is CCCc1cc(=O)oc2cc(OCc3nn[nH]n3)ccc12. The result is 0 (non-inhibitor). (6) The drug is Cc1noc(C)c1-c1cncnc1NCCN1CCOCC1. The result is 1 (inhibitor). (7) The molecule is N#CC1=C(N)SC(N)=C(C#N)C1c1cccc(O)c1. The result is 1 (inhibitor).